From a dataset of Full USPTO retrosynthesis dataset with 1.9M reactions from patents (1976-2016). Predict the reactants needed to synthesize the given product. (1) Given the product [CH2:9]([N:16]1[CH2:21][CH2:20][C:19]([NH:3][C:1](=[O:4])[CH3:2])([C:23]2[CH:28]=[CH:27][C:26]([Cl:29])=[CH:25][CH:24]=2)[CH2:18][CH2:17]1)[C:10]1[CH:15]=[CH:14][CH:13]=[CH:12][CH:11]=1, predict the reactants needed to synthesize it. The reactants are: [C:1](#[N:3])[CH3:2].[OH:4]S(O)(=O)=O.[CH2:9]([N:16]1[CH2:21][CH2:20][C:19]([C:23]2[CH:28]=[CH:27][C:26]([Cl:29])=[CH:25][CH:24]=2)(O)[CH2:18][CH2:17]1)[C:10]1[CH:15]=[CH:14][CH:13]=[CH:12][CH:11]=1. (2) Given the product [NH2:14][CH2:15][C:16]1[CH:21]=[CH:20][C:19]([Cl:22])=[CH:18][C:17]=1[CH2:23][NH:24][C:25]([C@@H:27]1[CH2:31][CH2:30][CH2:29][N:28]1[C:32]([C@H:34]1[CH2:38][CH2:37][CH2:36][O:35]1)=[O:33])=[O:26].[F:1][C:2]([F:7])([F:6])[C:3]([O-:5])=[O:4], predict the reactants needed to synthesize it. The reactants are: [F:1][C:2]([F:7])([F:6])[C:3]([OH:5])=[O:4].C(OC(=O)[NH:14][CH2:15][C:16]1[CH:21]=[CH:20][C:19]([Cl:22])=[CH:18][C:17]=1[CH2:23][NH:24][C:25]([C@@H:27]1[CH2:31][CH2:30][CH2:29][N:28]1[C:32]([C@H:34]1[CH2:38][CH2:37][CH2:36][O:35]1)=[O:33])=[O:26])(C)(C)C. (3) The reactants are: NC1C([C:8](N)=[O:9])=C(N2CCC(C3N(C)C=C(C4C=CC(F)=C(C(F)(F)F)C=4)N=3)CC2)N=CN=1.[NH2:34][C:35]1[C:40]([C:41]#[N:42])=[C:39]([N:43]2[CH2:48][CH2:47][CH:46]([C:49]3[N:50]([CH2:65][CH2:66][N:67]([CH:69]([CH3:71])C)C)[CH:51]=[C:52]([C:54]4[CH:59]=[CH:58][C:57]([F:60])=[C:56]([C:61]([F:64])([F:63])[F:62])[CH:55]=4)[N:53]=3)[CH2:45][CH2:44]2)[N:38]=[CH:37][N:36]=1. Given the product [NH2:34][C:35]1[C:40]([C:41]#[N:42])=[C:39]([N:43]2[CH2:48][CH2:47][CH:46]([C:49]3[N:50]([CH2:65][CH2:66][NH:67][CH2:69][CH2:71][O:9][CH3:8])[CH:51]=[C:52]([C:54]4[CH:59]=[CH:58][C:57]([F:60])=[C:56]([C:61]([F:64])([F:63])[F:62])[CH:55]=4)[N:53]=3)[CH2:45][CH2:44]2)[N:38]=[CH:37][N:36]=1, predict the reactants needed to synthesize it. (4) The reactants are: [CH3:1][N:2]([CH3:21])[C:3]1[CH:4]=[C:5]([CH:12]=[C:13]([S:15]([F:20])([F:19])([F:18])([F:17])[F:16])[CH:14]=1)[C:6](N(OC)C)=[O:7].[CH2:22]1COCC1.C[Mg]Br.Cl. Given the product [CH3:1][N:2]([CH3:21])[C:3]1[CH:4]=[C:5]([C:6](=[O:7])[CH3:22])[CH:12]=[C:13]([S:15]([F:19])([F:18])([F:20])([F:17])[F:16])[CH:14]=1, predict the reactants needed to synthesize it. (5) Given the product [N+:1]([C:4]1[CH:12]=[CH:11][CH:10]=[CH:9][C:5]=1[C:6]([O:23][C:20]([CH3:22])([CH3:21])[CH3:19])=[O:7])([O-:3])=[O:2], predict the reactants needed to synthesize it. The reactants are: [N+:1]([C:4]1[CH:12]=[CH:11][CH:10]=[CH:9][C:5]=1[C:6](Cl)=[O:7])([O-:3])=[O:2].C([O-])([O-])=O.[Na+].[Na+].[CH3:19][C:20]([OH:23])([CH3:22])[CH3:21].